From a dataset of Full USPTO retrosynthesis dataset with 1.9M reactions from patents (1976-2016). Predict the reactants needed to synthesize the given product. (1) Given the product [NH2:10][C@@H:11]1[CH2:16][CH2:15][CH2:14][N:13]([C:17]2[N:22]([CH2:23][C:24]3[CH:31]=[CH:30][CH:29]=[CH:28][C:25]=3[C:26]#[N:27])[C:21](=[O:32])[N:20]([CH3:33])[C:19](=[O:34])[C:18]=2[Cl:37])[CH2:12]1, predict the reactants needed to synthesize it. The reactants are: C(O)(=O)C1C=CC=CC=1.[NH2:10][CH:11]1[CH2:16][CH2:15][CH2:14][N:13]([C:17]2[N:22]([CH2:23][C:24]3[CH:31]=[CH:30][CH:29]=[CH:28][C:25]=3[C:26]#[N:27])[C:21](=[O:32])[N:20]([CH3:33])[C:19](=[O:34])[CH:18]=2)[CH2:12]1.O=S(Cl)[Cl:37]. (2) Given the product [F:39][C:2]([F:1])([F:38])[C:3]1[N:4]=[CH:5][C:6]2[C:7](=[CH:9][N:10]([C@@H:12]3[CH2:17][C@H:16]([NH2:18])[C@@H:15]([C:29]4[CH:34]=[C:33]([F:35])[C:32]([F:36])=[CH:31][C:30]=4[F:37])[CH2:14][CH2:13]3)[CH:11]=2)[N:8]=1, predict the reactants needed to synthesize it. The reactants are: [F:1][C:2]([F:39])([F:38])[C:3]1[N:4]=[CH:5][C:6]2[CH2:11][N:10]([C@@H:12]3[CH2:17][C@H:16]([NH:18]C(=O)OCC4C=CC=CC=4)[C@@H:15]([C:29]4[CH:34]=[C:33]([F:35])[C:32]([F:36])=[CH:31][C:30]=4[F:37])[CH2:14][CH2:13]3)[CH2:9][C:7]=2[N:8]=1.C(C1C(=O)C(Cl)=C(Cl)C(=O)C=1C#N)#N. (3) Given the product [Cl:20][C:17]1[CH:18]=[CH:19][C:14]([CH:7]([NH:6][C:4]([CH2:3][NH:2][C:27](=[O:28])[C:26]2[CH:30]=[CH:31][C:23]([O:22][CH3:21])=[C:24]([CH3:32])[CH:25]=2)=[O:5])[C:8]2[CH:13]=[CH:12][CH:11]=[CH:10][CH:9]=2)=[CH:15][CH:16]=1, predict the reactants needed to synthesize it. The reactants are: Cl.[NH2:2][CH2:3][C:4]([NH:6][CH:7]([C:14]1[CH:19]=[CH:18][C:17]([Cl:20])=[CH:16][CH:15]=1)[C:8]1[CH:13]=[CH:12][CH:11]=[CH:10][CH:9]=1)=[O:5].[CH3:21][O:22][C:23]1[CH:31]=[CH:30][C:26]([C:27](O)=[O:28])=[CH:25][C:24]=1[CH3:32]. (4) The reactants are: CO[C:3]([C:5]1[N:6]([CH3:26])[N:7]=[C:8]([O:10][CH2:11][C:12]2[C:13]([C:19]3[CH:24]=[CH:23][C:22]([Cl:25])=[CH:21][CH:20]=3)=[N:14][O:15][C:16]=2[CH2:17][OH:18])[CH:9]=1)=[O:4].[CH3:27][CH:28]([NH2:33])[C:29]([F:32])([F:31])[F:30]. Given the product [F:30][C:29]([F:32])([F:31])[C@@H:28]([NH:33][C:3]([C:5]1[N:6]([CH3:26])[N:7]=[C:8]([O:10][CH2:11][C:12]2[C:13]([C:19]3[CH:24]=[CH:23][C:22]([Cl:25])=[CH:21][CH:20]=3)=[N:14][O:15][C:16]=2[CH2:17][OH:18])[CH:9]=1)=[O:4])[CH3:27], predict the reactants needed to synthesize it. (5) Given the product [CH3:18][C:17]1[S:13][C:9]([C:10]2[CH:12]=[CH:7][CH:6]=[CH:5][N:4]=2)=[N:15][C:16]=1[OH:23], predict the reactants needed to synthesize it. The reactants are: C(C1C=[CH:7][CH:6]=[CH:5][N:4]=1)#N.[C:9](O)(=[S:13])[CH:10]([CH3:12])O.[N:15]1C=C[CH:18]=[CH:17][CH:16]=1.CC[OH:23]. (6) Given the product [Cl:41][C:23]1[C:24]([NH:26][C:27]2[CH:32]=[CH:31][CH:30]=[CH:29][C:28]=2[S:33]([N:36]2[CH2:40][CH2:39][CH2:38][CH2:37]2)(=[O:35])=[O:34])=[N:25][C:20]([NH:1][C:2]2[C:16]([O:17][CH3:18])=[CH:15][C:5]3[CH2:6][CH2:7][N:8]([CH2:11][CH:12]([OH:14])[CH3:13])[CH2:9][CH2:10][C:4]=3[CH:3]=2)=[N:21][CH:22]=1, predict the reactants needed to synthesize it. The reactants are: [NH2:1][C:2]1[C:16]([O:17][CH3:18])=[CH:15][C:5]2[CH2:6][CH2:7][N:8]([CH2:11][CH:12]([OH:14])[CH3:13])[CH2:9][CH2:10][C:4]=2[CH:3]=1.Cl[C:20]1[N:25]=[C:24]([NH:26][C:27]2[CH:32]=[CH:31][CH:30]=[CH:29][C:28]=2[S:33]([N:36]2[CH2:40][CH2:39][CH2:38][CH2:37]2)(=[O:35])=[O:34])[C:23]([Cl:41])=[CH:22][N:21]=1. (7) Given the product [NH2:13][C:4]1[CH:3]=[C:2]([Br:1])[N:7]=[CH:6][C:5]=1[NH:8][C@@H:9]([CH3:12])[CH2:10][OH:11], predict the reactants needed to synthesize it. The reactants are: [Br:1][C:2]1[N:7]=[CH:6][C:5]([NH:8][C@@H:9]([CH3:12])[CH2:10][OH:11])=[C:4]([N+:13]([O-])=O)[CH:3]=1.[Cl-].[NH4+].